Dataset: Catalyst prediction with 721,799 reactions and 888 catalyst types from USPTO. Task: Predict which catalyst facilitates the given reaction. Reactant: [C:1]([C:6]1[CH:11]=[CH:10][CH:9]=[CH:8][C:7]=1[NH2:12])#[C:2][CH2:3][CH2:4][CH3:5].CC(C)([O-])C.[K+].O. Product: [CH2:3]([C:2]1[NH:12][C:7]2[C:6]([CH:1]=1)=[CH:11][CH:10]=[CH:9][CH:8]=2)[CH2:4][CH3:5]. The catalyst class is: 60.